This data is from Full USPTO retrosynthesis dataset with 1.9M reactions from patents (1976-2016). The task is: Predict the reactants needed to synthesize the given product. (1) Given the product [OH:3][CH:1]([C:4]1[CH:13]=[CH:12][C:7]2[NH:8][C:9](=[O:11])[O:10][C:6]=2[CH:5]=1)[CH3:2], predict the reactants needed to synthesize it. The reactants are: [C:1]([C:4]1[CH:13]=[CH:12][C:7]2[NH:8][C:9](=[O:11])[O:10][C:6]=2[CH:5]=1)(=[O:3])[CH3:2]. (2) Given the product [Cl:1][C:2]1[C:3]([C:19]([N:21]2[CH2:26][CH2:25][O:24][CH2:23][CH2:22]2)=[O:20])=[CH:4][C:5]([O:11][CH2:12][C:13]2[CH:18]=[CH:17][CH:16]=[CH:15][CH:14]=2)=[C:6]([CH:10]=1)[C:7]([NH:51][C:46]1[CH:45]=[N:50][CH:49]=[CH:48][CH:47]=1)=[O:9], predict the reactants needed to synthesize it. The reactants are: [Cl:1][C:2]1[C:3]([C:19]([N:21]2[CH2:26][CH2:25][O:24][CH2:23][CH2:22]2)=[O:20])=[CH:4][C:5]([O:11][CH2:12][C:13]2[CH:18]=[CH:17][CH:16]=[CH:15][CH:14]=2)=[C:6]([CH:10]=1)[C:7]([OH:9])=O.C(N(C(C)C)CC)(C)C.CN(C(ON1N=[N:51][C:46]2[CH:47]=[CH:48][CH:49]=[N:50][C:45]1=2)=[N+](C)C)C.F[P-](F)(F)(F)(F)F.NC1C=NC=CC=1. (3) The reactants are: [CH3:1][CH:2]1[C:6](=O)[CH2:5][CH2:4][C:3]1=[O:8].[C:9]([C:11]1[CH:12]=[C:13]([CH:15]=[CH:16][CH:17]=1)[NH2:14])#[CH:10].C(O)(=O)C. Given the product [C:9]([C:11]1[CH:12]=[C:13]([NH:14][C:6]2[CH2:5][CH2:4][C:3](=[O:8])[C:2]=2[CH3:1])[CH:15]=[CH:16][CH:17]=1)#[CH:10], predict the reactants needed to synthesize it. (4) Given the product [N:11]1([CH2:7][C:6]2[CH:9]=[CH:10][C:3]([C:1]#[N:2])=[CH:4][CH:5]=2)[CH2:16][CH2:15][O:14][CH2:13][CH2:12]1, predict the reactants needed to synthesize it. The reactants are: [C:1]([C:3]1[CH:10]=[CH:9][C:6]([CH2:7]Br)=[CH:5][CH:4]=1)#[N:2].[NH:11]1[CH2:16][CH2:15][O:14][CH2:13][CH2:12]1. (5) Given the product [CH2:1]([N:8]1[CH2:13][CH2:12][NH:11][C@H:10]([CH2:15][C:16]2[CH:21]=[C:20]([F:22])[CH:19]=[C:18]([F:23])[CH:17]=2)[CH2:9]1)[C:2]1[CH:3]=[CH:4][CH:5]=[CH:6][CH:7]=1, predict the reactants needed to synthesize it. The reactants are: [CH2:1]([N:8]1[CH2:13][C:12](=O)[NH:11][C@H:10]([CH2:15][C:16]2[CH:21]=[C:20]([F:22])[CH:19]=[C:18]([F:23])[CH:17]=2)[C:9]1=O)[C:2]1[CH:7]=[CH:6][CH:5]=[CH:4][CH:3]=1.B.C1COCC1.O. (6) Given the product [Cl:1][C:2]1[CH:9]=[C:8]([Cl:10])[CH:7]=[CH:6][C:3]=1[CH2:4][I:11], predict the reactants needed to synthesize it. The reactants are: [Cl:1][C:2]1[CH:9]=[C:8]([Cl:10])[CH:7]=[CH:6][C:3]=1[CH2:4]Cl.[I-:11].[K+]. (7) Given the product [CH3:13][O:14][C:15]([C@@H:17]1[CH2:21][CH2:20][CH2:19][N:18]1[C:2]1[NH:10][C:9]2[C:4](=[N:5][CH:6]=[CH:7][CH:8]=2)[C:3]=1[C:11]#[N:12])=[O:16], predict the reactants needed to synthesize it. The reactants are: Cl[C:2]1[NH:10][C:9]2[C:4](=[N:5][CH:6]=[CH:7][CH:8]=2)[C:3]=1[C:11]#[N:12].[CH3:13][O:14][C:15]([C@@H:17]1[CH2:21][CH2:20][CH2:19][NH:18]1)=[O:16].